Dataset: NCI-60 drug combinations with 297,098 pairs across 59 cell lines. Task: Regression. Given two drug SMILES strings and cell line genomic features, predict the synergy score measuring deviation from expected non-interaction effect. Drug 1: CC12CCC3C(C1CCC2NC(=O)OCC(F)(F)F)CCC4C3(C=CC(=O)N4C)C. Drug 2: CC(C)(C1=NC(=CC=C1)N2C3=NC(=NC=C3C(=O)N2CC=C)NC4=CC=C(C=C4)N5CCN(CC5)C)O. Cell line: UACC62. Synergy scores: CSS=25.1, Synergy_ZIP=3.99, Synergy_Bliss=6.27, Synergy_Loewe=-15.9, Synergy_HSA=4.51.